This data is from Full USPTO retrosynthesis dataset with 1.9M reactions from patents (1976-2016). The task is: Predict the reactants needed to synthesize the given product. (1) Given the product [Si:20]([O:8][CH2:7][C:4]1[CH:5]=[CH:6][N:1]=[CH:2][CH:3]=1)([C:17]([CH3:19])([CH3:18])[CH3:16])([CH3:22])[CH3:21], predict the reactants needed to synthesize it. The reactants are: [N:1]1[CH:6]=[CH:5][C:4]([CH2:7][OH:8])=[CH:3][CH:2]=1.CCN(CC)CC.[CH3:16][C:17]([Si:20](Cl)([CH3:22])[CH3:21])([CH3:19])[CH3:18]. (2) Given the product [NH2:17][C:13]1[S:11][C:10](=[S:12])[C:5]2[CH2:4][O:3][C:2]([CH3:9])([CH3:1])[CH2:7][C:6]=2[C:14]=1[C:15]#[N:16], predict the reactants needed to synthesize it. The reactants are: [CH3:1][C:2]1([CH3:9])[CH2:7][C:6](=O)[CH2:5][CH2:4][O:3]1.[C:10](=[S:12])=[S:11].[C:13](#[N:17])[CH2:14][C:15]#[N:16].C(N(CC)CC)C. (3) Given the product [CH2:1]([C@@:4]1([CH3:31])[CH2:9][C@H:8]([C:10]2[CH:15]=[C:14]([F:16])[CH:13]=[C:12]([Cl:17])[CH:11]=2)[C@@H:7]([C:18]2[CH:23]=[CH:22][C:21]([Cl:24])=[CH:20][CH:19]=2)[N:6]([C@@H:25]([CH2:28][CH3:29])[CH2:26][NH:37][S:34]([CH2:32][CH3:33])(=[O:36])=[O:35])[C:5]1=[O:30])[CH:2]=[CH2:3], predict the reactants needed to synthesize it. The reactants are: [CH2:1]([C@@:4]1([CH3:31])[CH2:9][C@H:8]([C:10]2[CH:15]=[C:14]([F:16])[CH:13]=[C:12]([Cl:17])[CH:11]=2)[C@@H:7]([C:18]2[CH:23]=[CH:22][C:21]([Cl:24])=[CH:20][CH:19]=2)[N:6]([C@@H:25]([CH2:28][CH3:29])[CH2:26]O)[C:5]1=[O:30])[CH:2]=[CH2:3].[CH2:32]([S:34]([NH2:37])(=[O:36])=[O:35])[CH3:33]. (4) Given the product [CH:1]1([N:4]2[C:8]3[C:9]([O:28][C@@H:29]([C@@H:31]4[CH2:35][C:34](=[O:36])[NH:33][CH2:32]4)[CH3:30])=[N:10][C:11]([C:13]4[CH:18]=[C:17]5[NH:19][C:20](=[O:27])[C:21]6([CH2:22][CH2:23][N:24]([S:38]([CH3:37])(=[O:40])=[O:39])[CH2:25][CH2:26]6)[C:16]5=[CH:15][CH:14]=4)=[CH:12][C:7]=3[N:6]=[CH:5]2)[CH2:2][CH2:3]1, predict the reactants needed to synthesize it. The reactants are: [CH:1]1([N:4]2[C:8]3[C:9]([O:28][C@@H:29]([C@@H:31]4[CH2:35][C:34](=[O:36])[NH:33][CH2:32]4)[CH3:30])=[N:10][C:11]([C:13]4[CH:18]=[C:17]5[NH:19][C:20](=[O:27])[C:21]6([CH2:26][CH2:25][NH:24][CH2:23][CH2:22]6)[C:16]5=[CH:15][CH:14]=4)=[CH:12][C:7]=3[N:6]=[CH:5]2)[CH2:3][CH2:2]1.[CH3:37][S:38](Cl)(=[O:40])=[O:39].C(O)(C(F)(F)F)=O. (5) Given the product [CH3:22][C:23]1[CH:24]=[C:25]([NH:26][C:19]2[C:20]3[N:12]([CH2:11][CH2:10][OH:9])[CH:13]=[CH:14][C:15]=3[N:16]=[CH:17][N:18]=2)[CH:27]=[CH:28][C:29]=1[O:30][C:31]1[CH:36]=[CH:35][CH:34]=[C:33]([O:37][CH2:38][CH2:39][CH:40]([CH3:41])[CH3:42])[CH:32]=1, predict the reactants needed to synthesize it. The reactants are: C([O:9][CH2:10][CH2:11][N:12]1[C:20]2[C:19](Cl)=[N:18][CH:17]=[N:16][C:15]=2[CH:14]=[CH:13]1)(=O)C1C=CC=CC=1.[CH3:22][C:23]1[CH:24]=[C:25]([CH:27]=[CH:28][C:29]=1[O:30][C:31]1[CH:36]=[CH:35][CH:34]=[C:33]([O:37][CH2:38][CH2:39][CH:40]([CH3:42])[CH3:41])[CH:32]=1)[NH2:26].[OH-].[Na+]. (6) Given the product [CH2:1]([NH:3][C:4](=[O:5])[NH:6][C:7]1[CH:12]=[CH:11][C:10]([C:13]2[N:14]=[C:15]([N:28]3[CH2:33][CH2:32][O:31][CH2:30][C@@H:29]3[CH3:34])[C:16]3[CH2:21][N:20]([CH:22]4[CH2:23][CH2:24][N:25]([C:46]([O:48][CH3:49])=[O:47])[CH2:26][CH2:27]4)[CH2:19][C:17]=3[N:18]=2)=[CH:9][C:8]=1[F:35])[CH3:2], predict the reactants needed to synthesize it. The reactants are: [CH2:1]([NH:3][C:4]([NH:6][C:7]1[CH:12]=[CH:11][C:10]([C:13]2[N:14]=[C:15]([N:28]3[CH2:33][CH2:32][O:31][CH2:30][C@@H:29]3[CH3:34])[C:16]3[CH2:21][N:20]([CH:22]4[CH2:27][CH2:26][NH:25][CH2:24][CH2:23]4)[CH2:19][C:17]=3[N:18]=2)=[CH:9][C:8]=1[F:35])=[O:5])[CH3:2].CCN(C(C)C)C(C)C.Cl[C:46]([O:48][CH3:49])=[O:47].